The task is: Predict which catalyst facilitates the given reaction.. This data is from Catalyst prediction with 721,799 reactions and 888 catalyst types from USPTO. (1) Reactant: Br[C:2]1[C:3]([C:16]2[CH:21]=[CH:20][CH:19]=[CH:18][CH:17]=2)=[N:4][C:5]2[C:10]([N:11]=1)=[CH:9][C:8]([C:12]([O:14][CH3:15])=[O:13])=[CH:7][CH:6]=2.[Cl:22][C:23]1[CH:24]=[C:25]([N:29]2[CH2:34][CH2:33][NH:32][CH2:31][CH2:30]2)[CH:26]=[CH:27][CH:28]=1.CCN(C(C)C)C(C)C. The catalyst class is: 3. Product: [Cl:22][C:23]1[CH:24]=[C:25]([N:29]2[CH2:34][CH2:33][N:32]([C:2]3[C:3]([C:16]4[CH:21]=[CH:20][CH:19]=[CH:18][CH:17]=4)=[N:4][C:5]4[C:10]([N:11]=3)=[CH:9][C:8]([C:12]([O:14][CH3:15])=[O:13])=[CH:7][CH:6]=4)[CH2:31][CH2:30]2)[CH:26]=[CH:27][CH:28]=1. (2) Reactant: [B-](F)(F)(F)F.CN(C(ON1C(=O)CCC1=O)=[N+](C)C)C.[F:21][C:22]1[CH:23]=[C:24]([NH:29][CH:30]([C:32]2[CH:33]=[C:34]([C:49](O)=[O:50])[CH:35]=[C:36]3[C:41]=2[O:40][C:39]([N:42]2[CH2:47][CH2:46][O:45][CH2:44][CH2:43]2)=[CH:38][C:37]3=[O:48])[CH3:31])[CH:25]=[C:26]([F:28])[CH:27]=1.CCN(C(C)C)C(C)C.[NH:61]1[CH2:66][CH2:65][O:64][CH2:63][CH2:62]1. Product: [F:21][C:22]1[CH:23]=[C:24]([NH:29][CH:30]([C:32]2[CH:33]=[C:34]([C:49]([N:61]3[CH2:66][CH2:65][O:64][CH2:63][CH2:62]3)=[O:50])[CH:35]=[C:36]3[C:41]=2[O:40][C:39]([N:42]2[CH2:47][CH2:46][O:45][CH2:44][CH2:43]2)=[CH:38][C:37]3=[O:48])[CH3:31])[CH:25]=[C:26]([F:28])[CH:27]=1. The catalyst class is: 2. (3) Reactant: [F:1][CH:2]([F:19])[O:3][C:4]1[C:9]2[O:10][C:11]3[CH:16]=[CH:15][N:14]=[CH:13][C:12]=3[C:8]=2[C:7]([CH:17]=[O:18])=[CH:6][CH:5]=1.S(=O)(=O)([OH:22])N.Cl([O-])=O.[Na+]. Product: [F:19][CH:2]([F:1])[O:3][C:4]1[C:9]2[O:10][C:11]3[CH:16]=[CH:15][N:14]=[CH:13][C:12]=3[C:8]=2[C:7]([C:17]([OH:22])=[O:18])=[CH:6][CH:5]=1. The catalyst class is: 95. (4) Reactant: [F-].C([N+](CCCC)(CCCC)CCCC)CCC.[Si]([O:26][C@@H:27]([CH2:38][O:39][CH2:40][C@H:41]([O:43][CH3:44])[CH3:42])[C:28]([NH:30][C:31]1[CH:36]=[N:35][C:34]([CH3:37])=[CH:33][N:32]=1)=[O:29])(C(C)(C)C)(C)C. Product: [OH:26][C@@H:27]([CH2:38][O:39][CH2:40][C@H:41]([O:43][CH3:44])[CH3:42])[C:28]([NH:30][C:31]1[CH:36]=[N:35][C:34]([CH3:37])=[CH:33][N:32]=1)=[O:29]. The catalyst class is: 1. (5) Reactant: [Cl:1][C:2]1[CH:7]=[CH:6][C:5]([S:8][C:9]2[C:10]([C:20]3[CH:25]=[CH:24][C:23](/[CH:26]=[CH:27]/[N+:28]([O-])=O)=[CH:22][CH:21]=3)=[N:11][N:12]([C:14]3[CH:19]=[CH:18][CH:17]=[CH:16][CH:15]=3)[CH:13]=2)=[CH:4][CH:3]=1.CS(C)=O.[N-:35]=[N+:36]=[N-].[Na+]. Product: [Cl:1][C:2]1[CH:7]=[CH:6][C:5]([S:8][C:9]2[C:10]([C:20]3[CH:25]=[CH:24][C:23]([C:26]4[N:35]=[N:36][NH:28][CH:27]=4)=[CH:22][CH:21]=3)=[N:11][N:12]([C:14]3[CH:19]=[CH:18][CH:17]=[CH:16][CH:15]=3)[CH:13]=2)=[CH:4][CH:3]=1. The catalyst class is: 6. (6) Reactant: C[O:2][C:3]1[CH:20]=[CH:19][C:6]2[CH2:7][CH2:8][N:9]([C:12]([O:14]C(C)(C)C)=O)[CH2:10][CH2:11][C:5]=2[CH:4]=1.C(Cl)Cl.CCN(CC)CC.[F:31][C:32]([F:43])([F:42])C(OC(=O)[C:32]([F:43])([F:42])[F:31])=O.C([O-])(O)=O.[Na+].[Al+3].[Cl-].[Cl-].[Cl-].[C:53](Cl)(=[O:55])[CH3:54].B(Cl)(Cl)Cl.Cl. Product: [OH:2][C:3]1[C:20]([C:53](=[O:55])[CH3:54])=[CH:19][C:6]2[CH2:7][CH2:8][N:9]([C:12](=[O:14])[C:32]([F:43])([F:42])[F:31])[CH2:10][CH2:11][C:5]=2[CH:4]=1. The catalyst class is: 68. (7) Reactant: [CH3:1][O:2][C:3](=[O:12])[C:4]1[CH:9]=[CH:8][C:7]([OH:10])=[C:6]([NH2:11])[CH:5]=1.C([O-])([O-])=O.[K+].[K+].Br[CH2:20][CH2:21]Br. Product: [CH3:1][O:2][C:3]([C:4]1[CH:9]=[CH:8][C:7]2[O:10][CH2:21][CH2:20][NH:11][C:6]=2[CH:5]=1)=[O:12]. The catalyst class is: 369.